From a dataset of Catalyst prediction with 721,799 reactions and 888 catalyst types from USPTO. Predict which catalyst facilitates the given reaction. (1) Reactant: [C:1]([O:5][C:6]([N:8]1[CH2:13][CH2:12][CH:11]([CH:14]([CH2:17][OH:18])[CH2:15]O)[CH2:10][CH2:9]1)=[O:7])([CH3:4])([CH3:3])[CH3:2].[Li]CCCC.C1(C)C(S(Cl)(=O)=O)=CC=CC=1. Product: [C:1]([O:5][C:6]([N:8]1[CH2:9][CH2:10][CH:11]([CH:14]2[CH2:15][O:18][CH2:17]2)[CH2:12][CH2:13]1)=[O:7])([CH3:2])([CH3:3])[CH3:4]. The catalyst class is: 1. (2) Reactant: C([O:8][CH2:9][C:10]1([CH2:30][N:31]2[C:35]3[CH:36]=[C:37]([C:40]#[N:41])[CH:38]=[CH:39][C:34]=3[N:33]=[CH:32]2)[CH2:29][CH2:28][CH2:27][C:12]2([O:16][C:15](=[O:17])[N:14]([C:18]3[CH:23]=[CH:22][CH:21]=[C:20]([O:24][CH2:25][CH3:26])[CH:19]=3)[CH2:13]2)[CH2:11]1)C1C=CC=CC=1.I[Si](C)(C)C. Product: [CH2:25]([O:24][C:20]1[CH:19]=[C:18]([N:14]2[CH2:13][C:12]3([CH2:27][CH2:28][CH2:29][C:10]([CH2:30][N:31]4[C:35]5[CH:36]=[C:37]([C:40]#[N:41])[CH:38]=[CH:39][C:34]=5[N:33]=[CH:32]4)([CH2:9][OH:8])[CH2:11]3)[O:16][C:15]2=[O:17])[CH:23]=[CH:22][CH:21]=1)[CH3:26]. The catalyst class is: 2.